This data is from Tox21: 12 toxicity assays (nuclear receptors and stress response pathways). The task is: Binary classification across 12 toxicity assays. (1) The molecule is CCCCNC(=S)NCCCC. It tested positive (active) for: SR-HSE (Heat Shock Element response). (2) The molecule is CN(C)c1ccc(N(C)C)cc1. It tested positive (active) for: NR-AhR (Aryl hydrocarbon Receptor agonist activity), and SR-ARE (Antioxidant Response Element (oxidative stress)).